The task is: Predict the product of the given reaction.. This data is from Forward reaction prediction with 1.9M reactions from USPTO patents (1976-2016). (1) Given the reactants Cl[C:2]1[C:7]([N+:8]([O-:10])=[O:9])=[C:6]([NH2:11])[CH:5]=[C:4]([Cl:12])[N:3]=1.C([O-])([O-])=O.[K+].[K+].[NH:19]1[CH2:24][CH2:23][O:22][CH2:21][CH2:20]1, predict the reaction product. The product is: [Cl:12][C:4]1[N:3]=[C:2]([N:19]2[CH2:24][CH2:23][O:22][CH2:21][CH2:20]2)[C:7]([N+:8]([O-:10])=[O:9])=[C:6]([NH2:11])[CH:5]=1. (2) Given the reactants [F:1][C:2]1[CH:3]=[C:4]([CH:6]=[CH:7][C:8]=1[O:9][C:10]1[CH:15]=[CH:14][N:13]=[C:12]2[CH:16]=[C:17]([C:19]3[N:20]=[CH:21][N:22]([CH2:24][CH2:25][CH3:26])[CH:23]=3)[S:18][C:11]=12)[NH2:5].FC1C=CC=CC=1NC(=O)CC(O)=O.[CH3:41][O:42][C:43]1[CH:48]=[CH:47][CH:46]=[CH:45][C:44]=1[NH:49][C:50](=[O:55])[CH2:51][C:52](O)=[O:53], predict the reaction product. The product is: [F:1][C:2]1[CH:3]=[C:4]([NH:5][C:52](=[O:53])[CH2:51][C:50]([NH:49][C:44]2[CH:45]=[CH:46][CH:47]=[CH:48][C:43]=2[O:42][CH3:41])=[O:55])[CH:6]=[CH:7][C:8]=1[O:9][C:10]1[CH:15]=[CH:14][N:13]=[C:12]2[CH:16]=[C:17]([C:19]3[N:20]=[CH:21][N:22]([CH2:24][CH2:25][CH3:26])[CH:23]=3)[S:18][C:11]=12. (3) Given the reactants Cl[C:2]1[N:10]=[C:9]2[C:5]([N:6]=[CH:7][N:8]2[C@@H:11]2[CH2:15][C@H:14]([NH:16][C:17](=[O:20])[CH2:18][CH3:19])[C@@H:13]([OH:21])[C@H:12]2[OH:22])=[C:4]([NH:23][CH:24]([CH2:27][CH3:28])[CH2:25][CH3:26])[N:3]=1.[NH2:29][C@H:30]1[CH2:35][CH2:34][C@H:33]([NH2:36])[CH2:32][CH2:31]1, predict the reaction product. The product is: [NH2:29][CH:30]1[CH2:35][CH2:34][CH:33]([NH:36][C:2]2[N:10]=[C:9]3[C:5]([N:6]=[CH:7][N:8]3[C@@H:11]3[CH2:15][C@H:14]([NH:16][C:17](=[O:20])[CH2:18][CH3:19])[C@@H:13]([OH:21])[C@H:12]3[OH:22])=[C:4]([NH:23][CH:24]([CH2:27][CH3:28])[CH2:25][CH3:26])[N:3]=2)[CH2:32][CH2:31]1. (4) Given the reactants [Cl:1][C:2]1[CH:7]=[C:6]([C:8]2[N:12]([CH2:13][C@@H:14]([OH:17])[CH2:15][CH3:16])[N:11]=[C:10]([NH:18][C:19]3[CH:24]=[C:23]([C:25]([F:28])([F:27])[F:26])[CH:22]=[C:21]([O:29][CH3:30])[CH:20]=3)[N:9]=2)[CH:5]=[C:4]([CH3:31])[N:3]=1.[C:32](OC(=O)C)(=[O:34])[CH3:33], predict the reaction product. The product is: [Cl:1][C:2]1[CH:7]=[C:6]([C:8]2[N:12]([CH2:13][C@@H:14]([O:17][C:32](=[O:34])[CH3:33])[CH2:15][CH3:16])[N:11]=[C:10]([NH:18][C:19]3[CH:24]=[C:23]([C:25]([F:27])([F:28])[F:26])[CH:22]=[C:21]([O:29][CH3:30])[CH:20]=3)[N:9]=2)[CH:5]=[C:4]([CH3:31])[N:3]=1. (5) The product is: [O:1]=[CH:2][C@@H:3]([C@H:5]([C@H:7]([C@@H:9]([C:11]([O:13][CH3:14])=[O:12])[OH:10])[OH:8])[OH:6])[OH:4].[O:15]=[CH:16][C@@H:17]([C@H:19]([C@H:21]([C@@H:23]([C:25]([OH:27])=[O:26])[OH:24])[OH:22])[OH:20])[OH:18].[O:1]=[CH:2][C@@H:3]([C@H:5]([C@H:7]([C@@H:9]([CH2:11][OH:12])[OH:10])[OH:8])[OH:6])[OH:4]. Given the reactants [O:1]=[CH:2][C@@H:3]([C@H:5]([C@H:7]([C@@H:9]([C:11]([O:13][CH3:14])=[O:12])[OH:10])[OH:8])[OH:6])[OH:4].[O:15]=[CH:16][C@@H:17]([C@H:19]([C@H:21]([C@@H:23]([C:25]([OH:27])=[O:26])[OH:24])[OH:22])[OH:20])[OH:18], predict the reaction product. (6) Given the reactants Br[C:2]1[N:7]=[CH:6][CH:5]=[CH:4][N:3]=1.[C:8]1(B2OC(C)(C)C(C)(C)O2)[CH:13]=[CH:12][C:11]([B:14]2[O:18][C:17]([CH3:20])([CH3:19])[C:16]([CH3:22])([CH3:21])[O:15]2)=[CH:10][CH:9]=1.[O-]P([O-])([O-])=O.[K+].[K+].[K+].O, predict the reaction product. The product is: [CH3:19][C:17]1([CH3:20])[C:16]([CH3:21])([CH3:22])[O:15][B:14]([C:11]2[CH:12]=[CH:13][C:8]([C:2]3[N:7]=[CH:6][CH:5]=[CH:4][N:3]=3)=[CH:9][CH:10]=2)[O:18]1. (7) The product is: [C:1]1([C:7](=[N:18][O:19][CH:20]2[CH2:24][CH2:23][N:22]([C:25]([O:27][C:28]([CH3:31])([CH3:30])[CH3:29])=[O:26])[CH2:21]2)[C:9]2[NH:17][C:12]3=[CH:13][N:14]=[CH:15][CH:16]=[C:11]3[CH:10]=2)[CH:6]=[CH:5][CH:4]=[CH:3][CH:2]=1. Given the reactants [C:1]1([C:7]([C:9]2[NH:17][C:12]3=[CH:13][N:14]=[CH:15][CH:16]=[C:11]3[CH:10]=2)=O)[CH:6]=[CH:5][CH:4]=[CH:3][CH:2]=1.[NH2:18][O:19][CH:20]1[CH2:24][CH2:23][N:22]([C:25]([O:27][C:28]([CH3:31])([CH3:30])[CH3:29])=[O:26])[CH2:21]1.C(O)(=O)C, predict the reaction product. (8) Given the reactants CC1C=CC(S(O[CH2:12][C:13]2([C:36]3[CH:41]=[CH:40][C:39]([Cl:42])=[C:38]([Cl:43])[CH:37]=3)[CH2:18][CH2:17][CH2:16][N:15]3[C:19]([C:22]4[CH:27]=[CH:26][C:25]([C:28]5[O:32][C:31]([CH3:33])=[N:30][CH:29]=5)=[C:24]([O:34][CH3:35])[CH:23]=4)=[N:20][N:21]=[C:14]23)(=O)=O)=CC=1.[N-:44]=[N+]=[N-].[Na+].O, predict the reaction product. The product is: [Cl:43][C:38]1[CH:37]=[C:36]([C:13]2([CH2:12][NH2:44])[CH2:18][CH2:17][CH2:16][N:15]3[C:19]([C:22]4[CH:27]=[CH:26][C:25]([C:28]5[O:32][C:31]([CH3:33])=[N:30][CH:29]=5)=[C:24]([O:34][CH3:35])[CH:23]=4)=[N:20][N:21]=[C:14]23)[CH:41]=[CH:40][C:39]=1[Cl:42].